Dataset: CYP2D6 inhibition data for predicting drug metabolism from PubChem BioAssay. Task: Regression/Classification. Given a drug SMILES string, predict its absorption, distribution, metabolism, or excretion properties. Task type varies by dataset: regression for continuous measurements (e.g., permeability, clearance, half-life) or binary classification for categorical outcomes (e.g., BBB penetration, CYP inhibition). Dataset: cyp2d6_veith. The drug is O=C(Cn1cnc2sc3c(c2c1=O)CCCC3)NCCC(=O)N1CCC2(CC1)OCCO2. The result is 0 (non-inhibitor).